Task: Predict the product of the given reaction.. Dataset: Forward reaction prediction with 1.9M reactions from USPTO patents (1976-2016) (1) Given the reactants Br[CH2:2][CH2:3][CH2:4][CH2:5][CH2:6][CH2:7][CH2:8][CH2:9][CH2:10][CH3:11].[Cl-].[K+].[CH3:14][O:15][C:16](=[O:25])[C:17]1[CH:22]=[C:21]([OH:23])[CH:20]=[C:19]([OH:24])[CH:18]=1, predict the reaction product. The product is: [CH3:14][O:15][C:16](=[O:25])[C:17]1[CH:18]=[C:19]([O:24][CH2:2][CH2:3][CH2:4][CH2:5][CH2:6][CH2:7][CH2:8][CH2:9][CH2:10][CH3:11])[CH:20]=[C:21]([O:23][CH2:2][CH2:3][CH2:4][CH2:5][CH2:6][CH2:7][CH2:8][CH2:9][CH2:10][CH3:11])[CH:22]=1. (2) Given the reactants [OH:1][CH2:2][C@@H:3]1[C@H:7]2[O:8][C:9]([CH3:12])([CH3:11])[O:10][C@H:6]2[C@H:5]([N:13]2[C:17]3[N:18]=[C:19]([N:23]([C:31]([O:33][C:34]([CH3:37])([CH3:36])[CH3:35])=[O:32])[C:24]([O:26][C:27]([CH3:30])([CH3:29])[CH3:28])=[O:25])[N:20]=[C:21]([CH3:22])[C:16]=3[CH:15]=[CH:14]2)[O:4]1.CC1(C)N([O])C(C)(C)CCC1.P([O-])([O-])([O-])=[O:50].Cl([O-])=O.[Na+].[OH-].[Na+], predict the reaction product. The product is: [C:27]([O:26][C:24]([N:23]([C:31]([O:33][C:34]([CH3:37])([CH3:36])[CH3:35])=[O:32])[C:19]1[N:20]=[C:21]([CH3:22])[C:16]2[CH:15]=[CH:14][N:13]([C@H:5]3[C@@H:6]4[O:10][C:9]([CH3:12])([CH3:11])[O:8][C@@H:7]4[C@@H:3]([C:2]([OH:50])=[O:1])[O:4]3)[C:17]=2[N:18]=1)=[O:25])([CH3:28])([CH3:29])[CH3:30]. (3) Given the reactants [C:1](Cl)(Cl)=[S:2].[CH3:5][C:6]1[C:11]([NH2:12])=[CH:10][CH:9]=[C:8]([C:13]([F:16])([F:15])[F:14])[N:7]=1.C(N(CC)C(C)C)(C)C.Cl.[Cl:27][C:28]1[CH:46]=[CH:45][C:31]([CH2:32][N:33]2[C:37]([C@H:38]3[CH2:42][CH2:41][CH2:40][NH:39]3)=[N:36][N:35]=[C:34]2[CH2:43]C)=[CH:30][CH:29]=1.C([O-])(O)=O.[Na+], predict the reaction product. The product is: [Cl:27][C:28]1[CH:46]=[CH:45][C:31]([CH2:32][N:33]2[C:34]([CH3:43])=[N:35][N:36]=[C:37]2[C@H:38]2[CH2:42][CH2:41][CH2:40][N:39]2[C:1](=[S:2])[NH:12][C:11]2[C:6]([CH3:5])=[N:7][C:8]([C:13]([F:14])([F:16])[F:15])=[CH:9][CH:10]=2)=[CH:30][CH:29]=1.